Dataset: Full USPTO retrosynthesis dataset with 1.9M reactions from patents (1976-2016). Task: Predict the reactants needed to synthesize the given product. (1) Given the product [Cl:1][C:2]1[N:7]=[C:6]([NH:24][C:23]2[CH:25]=[CH:26][CH:27]=[C:21]([C:18]3[O:17][C:16](=[CH:15][C:13]([O:12][CH2:10][CH3:11])=[O:14])[NH:20][N:19]=3)[CH:22]=2)[C:5]([F:9])=[CH:4][N:3]=1, predict the reactants needed to synthesize it. The reactants are: [Cl:1][C:2]1[N:7]=[C:6](Cl)[C:5]([F:9])=[CH:4][N:3]=1.[CH2:10]([O:12][C:13]([CH:15]=[C:16]1[NH:20][N:19]=[C:18]([C:21]2[CH:22]=[C:23]([CH:25]=[CH:26][CH:27]=2)[NH2:24])[O:17]1)=[O:14])[CH3:11]. (2) Given the product [NH2:11][C:12]1[CH:17]=[CH:16][C:15]([C:8]2[CH:7]=[CH:6][C:3]([C:4]#[N:5])=[C:2]([Cl:1])[N:9]=2)=[CH:14][CH:13]=1, predict the reactants needed to synthesize it. The reactants are: [Cl:1][C:2]1[N:9]=[C:8](Cl)[CH:7]=[CH:6][C:3]=1[C:4]#[N:5].[NH2:11][C:12]1[CH:17]=[CH:16][C:15](B(O)O)=[CH:14][CH:13]=1.C(=O)(O)[O-].[Na+].O. (3) The reactants are: Br[C:2]1[N:7]=[C:6]([NH:8][CH2:9][C:10]2[CH:15]=[CH:14][CH:13]=[CH:12][C:11]=2[OH:16])[CH:5]=[N:4][CH:3]=1.[CH3:17][OH:18].[OH-].[Na+].[Cl-].[NH4+]. Given the product [CH3:17][O:18][C:2]1[N:7]=[C:6]([NH:8][CH2:9][C:10]2[CH:15]=[CH:14][CH:13]=[CH:12][C:11]=2[OH:16])[CH:5]=[N:4][CH:3]=1, predict the reactants needed to synthesize it. (4) The reactants are: [OH:1][CH2:2][CH2:3][CH2:4][N:5]1[CH:9]=[C:8]([C:10]2[CH:11]=[CH:12][C:13]([NH:21][C:22]3[C:27]([C:28]([F:31])([F:30])[F:29])=[CH:26][N:25]=[C:24]([NH:32][C:33]4[CH:47]=[CH:46][C:36]([CH2:37][P:38](=[O:45])([O:42][CH2:43][CH3:44])[O:39][CH2:40][CH3:41])=[CH:35][C:34]=4[O:48][CH3:49])[N:23]=3)=[C:14]3[C:18]=2[CH2:17][N:16]([CH3:19])[C:15]3=[O:20])[CH:7]=[N:6]1.NC1C=C([F:71])C(C2C=NN(CCCO)C=2)=C2C=1C(=O)N(C)C2. Given the product [F:71][C:11]1[C:10]([C:8]2[CH:7]=[N:6][N:5]([CH2:4][CH2:3][CH2:2][OH:1])[CH:9]=2)=[C:18]2[C:14]([C:15](=[O:20])[N:16]([CH3:19])[CH2:17]2)=[C:13]([NH:21][C:22]2[C:27]([C:28]([F:31])([F:30])[F:29])=[CH:26][N:25]=[C:24]([NH:32][C:33]3[CH:47]=[CH:46][C:36]([CH2:37][P:38](=[O:45])([O:42][CH2:43][CH3:44])[O:39][CH2:40][CH3:41])=[CH:35][C:34]=3[O:48][CH3:49])[N:23]=2)[CH:12]=1, predict the reactants needed to synthesize it. (5) The reactants are: C([O-])([O-])=O.[K+].[K+].F[C:8]1[C:15]([CH3:16])=[CH:14][CH:13]=[CH:12][C:9]=1[C:10]#[N:11].[NH:17]1[CH:21]=[CH:20][N:19]=[N:18]1.O. Given the product [CH3:16][C:15]1[C:8]([N:18]2[N:19]=[CH:20][CH:21]=[N:17]2)=[C:9]([CH:12]=[CH:13][CH:14]=1)[C:10]#[N:11], predict the reactants needed to synthesize it. (6) Given the product [Cl:1][C:2]1[CH:7]=[CH:6][CH:5]=[CH:4][C:3]=1[C:8]1[N:13]=[C:12]2[O:18][CH:17]([C:19]3[CH:24]=[CH:23][CH:22]=[C:21]([F:25])[CH:20]=3)[CH2:16][C:15](=[O:26])[C:11]2=[CH:10][C:9]=1[C:27]1[CH:32]=[CH:31][C:30]([Cl:33])=[CH:29][CH:28]=1, predict the reactants needed to synthesize it. The reactants are: [Cl:1][C:2]1[CH:7]=[CH:6][CH:5]=[CH:4][C:3]=1[C:8]1[C:9]([C:27]2[CH:32]=[CH:31][C:30]([Cl:33])=[CH:29][CH:28]=2)=[CH:10][CH:11]([C:15](=[O:26])[CH2:16][CH:17]([C:19]2[CH:24]=[CH:23][CH:22]=[C:21]([F:25])[CH:20]=2)[OH:18])[C:12](=O)[N:13]=1.C1(C)C=CC(S(O)(=O)=O)=CC=1.